The task is: Predict the reactants needed to synthesize the given product.. This data is from Full USPTO retrosynthesis dataset with 1.9M reactions from patents (1976-2016). (1) Given the product [Br:34][C:35]1[C:36]([C@@H:42]([NH:52][C:53](=[O:70])[CH2:54][N:55]2[C:59]3[C:60]([F:64])([F:65])[C@@H:61]4[CH2:63][C@@H:62]4[C:58]=3[C:57]([C:66]([F:69])([F:68])[F:67])=[N:56]2)[CH2:43][C:44]2[CH:45]=[C:46]([F:51])[CH:47]=[C:48]([F:50])[CH:49]=2)=[N:37][C:38]([C:72]#[C:71][C:73]2[CH:78]=[N:77][C:76]([O:79][CH3:80])=[CH:75][CH:74]=2)=[CH:39][CH:40]=1, predict the reactants needed to synthesize it. The reactants are: C(OC(=O)N[C@H](C1C(Br)=CC=C(C#CC2C=NC=NC=2)N=1)CC1C=C(F)C=C(F)C=1)(C)(C)C.[Br:34][C:35]1[C:36]([C@@H:42]([NH:52][C:53](=[O:70])[CH2:54][N:55]2[C:59]3[C:60]([F:65])([F:64])[C@@H:61]4[CH2:63][C@@H:62]4[C:58]=3[C:57]([C:66]([F:69])([F:68])[F:67])=[N:56]2)[CH2:43][C:44]2[CH:49]=[C:48]([F:50])[CH:47]=[C:46]([F:51])[CH:45]=2)=[N:37][C:38](Br)=[CH:39][CH:40]=1.[C:71]([C:73]1[CH:74]=[CH:75][C:76]([O:79][CH3:80])=[N:77][CH:78]=1)#[CH:72]. (2) Given the product [Cl:1][C:2]1[N:7]=[CH:6][C:5]([CH2:8][O:9][C:14]2[CH:13]=[C:12]([O:11][CH3:10])[CH:17]=[C:16]([O:18][CH3:19])[CH:15]=2)=[CH:4][N:3]=1, predict the reactants needed to synthesize it. The reactants are: [Cl:1][C:2]1[N:7]=[CH:6][C:5]([CH2:8][OH:9])=[CH:4][N:3]=1.[CH3:10][O:11][C:12]1[CH:13]=[C:14](O)[CH:15]=[C:16]([O:18][CH3:19])[CH:17]=1.C(P(CCCC)CCCC)CCC.N(C(N1CCCCC1)=O)=NC(N1CCCCC1)=O. (3) Given the product [NH2:1][CH2:4][C:5]1[C:10]([CH2:11][CH3:12])=[N:9][C:8]2[N:13]([CH2:16][CH3:17])[N:14]=[CH:15][C:7]=2[C:6]=1[NH:18][CH:19]1[CH2:20][CH2:21][O:22][CH2:23][CH2:24]1, predict the reactants needed to synthesize it. The reactants are: [N:1]([CH2:4][C:5]1[C:10]([CH2:11][CH3:12])=[N:9][C:8]2[N:13]([CH2:16][CH3:17])[N:14]=[CH:15][C:7]=2[C:6]=1[NH:18][CH:19]1[CH2:24][CH2:23][O:22][CH2:21][CH2:20]1)=[N+]=[N-].CCOCC. (4) Given the product [Br:1][C:2]1[C:6]2[CH:7]=[C:8]([CH2:11][O:13][C:14]3[N:19]=[CH:18][C:17]([CH:20]([C:27]#[C:28][CH3:29])[CH2:21][C:22]([O:24][CH2:25][CH3:26])=[O:23])=[CH:16][CH:15]=3)[CH:9]=[CH:10][C:5]=2[S:4][CH:3]=1, predict the reactants needed to synthesize it. The reactants are: [Br:1][C:2]1[C:6]2[CH:7]=[C:8]([CH2:11]Br)[CH:9]=[CH:10][C:5]=2[S:4][CH:3]=1.[OH:13][C:14]1[N:19]=[CH:18][C:17]([CH:20]([C:27]#[C:28][CH3:29])[CH2:21][C:22]([O:24][CH2:25][CH3:26])=[O:23])=[CH:16][CH:15]=1. (5) Given the product [CH3:113][O:114][C:60]([C:110]1[CH:109]=[CH:108][C:107]2[C@@:8]3([CH2:1][C:2]4[CH:7]=[CH:6][CH:5]=[CH:4][CH:3]=4)[CH2:18][CH2:17][C@@:16]([OH:23])([C:19]([F:22])([F:21])[F:20])[CH2:15][C@@H:14]3[CH2:13][CH2:12][CH2:11][C:106]=2[CH:111]=1)=[O:63].[CH3:113][O:114][C:16]([C:86]1[CH:91]=[CH:90][C:89]2[C@:43]3([CH2:36][C:37]4[CH:38]=[CH:39][CH:40]=[CH:41][CH:42]=4)[CH2:53][CH2:52][C@:51]([OH:58])([C:54]([F:57])([F:56])[F:55])[CH2:50][C@H:49]3[CH2:48][CH2:47][CH2:46][C:88]=2[CH:87]=1)=[O:23], predict the reactants needed to synthesize it. The reactants are: [CH2:1]([C@:8]12[CH2:18][CH2:17][C@@:16]([OH:23])([C:19]([F:22])([F:21])[F:20])[CH2:15][C@@H:14]1[CH2:13][CH2:12][CH2:11]C1C=C(OS(C(F)(F)F)(=O)=O)C=CC2=1)[C:2]1[CH:7]=[CH:6][CH:5]=[CH:4][CH:3]=1.[CH2:36]([C@@:43]12[CH2:53][CH2:52][C@:51]([OH:58])([C:54]([F:57])([F:56])[F:55])[CH2:50][C@H:49]1[CH2:48][CH2:47][CH2:46]C1C=[C:60]([O:63]S(C(F)(F)F)(=O)=O)C=CC2=1)[C:37]1[CH:42]=[CH:41][CH:40]=[CH:39][CH:38]=1.CC1(C)[C:91]2[C:86](=[C:87](P([C:106]3[CH:111]=[CH:110][CH:109]=[CH:108][CH:107]=3)[C:106]3[CH:111]=[CH:110][CH:109]=[CH:108][CH:107]=3)[CH:88]=[CH:89][CH:90]=2)O[C:87]2[C:88](P([C:86]3[CH:91]=[CH:90][CH:89]=[CH:88][CH:87]=3)[C:106]3[CH:111]=[CH:110][CH:109]=[CH:108][CH:107]=3)=[CH:89][CH:90]=[CH:91][C:86]1=2.[CH3:113][OH:114]. (6) Given the product [CH3:3][O:4][C:5]([C:6]1([C:7]2[CH:12]=[CH:11][C:10]([NH2:13])=[CH:9][CH:8]=2)[CH2:21][CH2:20][CH2:18][CH2:19]1)=[O:16], predict the reactants needed to synthesize it. The reactants are: [H-].[Na+].[CH3:3][O:4][C:5](=[O:16])[CH2:6][C:7]1[CH:12]=[CH:11][C:10]([N+:13]([O-])=O)=[CH:9][CH:8]=1.I[CH:18]([CH:20](I)[CH3:21])[CH3:19].O.O.[Sn](Cl)(Cl)(Cl)Cl. (7) Given the product [Cl:20][C:21]1[C:22]([N:8]([CH3:7])[C:9](=[O:11])[CH3:10])=[N:23][CH:24]=[C:25]([Cl:29])[C:26]=1[CH2:27][Cl:28], predict the reactants needed to synthesize it. The reactants are: C(Cl)(=O)C(Cl)=O.[CH3:7][NH:8][C:9](=[O:11])[CH3:10].CC1C=CC=C(C)N=1.[Cl:20][C:21]1[CH:22]=[N+:23]([O-])[CH:24]=[C:25]([Cl:29])[C:26]=1[CH2:27][Cl:28].C([O-])([O-])=O.[Na+].[Na+]. (8) Given the product [C:11]([CH:3]1[CH2:4][CH2:5][CH2:6][CH2:7][C:2]1([NH2:1])[C:8]([OH:10])=[O:9])([O:13][CH2:14][CH:15]1[C:16]2[C:21](=[CH:20][CH:19]=[CH:18][CH:17]=2)[C:22]2[C:27]1=[CH:26][CH:25]=[CH:24][CH:23]=2)=[O:12], predict the reactants needed to synthesize it. The reactants are: [NH2:1][C:2]1([C:8]([OH:10])=[O:9])[CH2:7][CH2:6][CH2:5][CH2:4][CH2:3]1.[C:11](Cl)([O:13][CH2:14][CH:15]1[C:27]2[C:22](=[CH:23][CH:24]=[CH:25][CH:26]=2)[C:21]2[C:16]1=[CH:17][CH:18]=[CH:19][CH:20]=2)=[O:12].C(N(C(C)C)CC)(C)C.[OH-].[Na+]. (9) Given the product [CH3:15][O:14][C:11]1[CH:10]=[CH:9][C:8]([CH:7]2[CH2:6][CH2:5][N:4]([C:16]([O:18][CH2:19][C:20]3[CH:21]=[CH:22][CH:23]=[CH:24][CH:25]=3)=[O:17])[CH2:3][CH:2]2[O:1][CH2:27][C:28]2[CH:29]=[CH:30][C:31]3[O:36][C:35]([CH3:38])([CH3:37])[C:34](=[O:39])[N:33]([CH2:40][CH2:41][CH2:42][O:43][CH3:44])[C:32]=3[CH:45]=2)=[CH:13][CH:12]=1, predict the reactants needed to synthesize it. The reactants are: [OH:1][CH:2]1[CH:7]([C:8]2[CH:13]=[CH:12][C:11]([O:14][CH3:15])=[CH:10][CH:9]=2)[CH2:6][CH2:5][N:4]([C:16]([O:18][CH2:19][C:20]2[CH:25]=[CH:24][CH:23]=[CH:22][CH:21]=2)=[O:17])[CH2:3]1.Cl[CH2:27][C:28]1[CH:29]=[CH:30][C:31]2[O:36][C:35]([CH3:38])([CH3:37])[C:34](=[O:39])[N:33]([CH2:40][CH2:41][CH2:42][O:43][CH3:44])[C:32]=2[CH:45]=1. (10) Given the product [CH2:1]([O:10][C:11](=[O:24])[C@@H:12]1[CH2:16][CH2:15][CH2:14][NH:13]1)[C:2]([C:4]1[CH:9]=[CH:8][CH:7]=[CH:6][CH:5]=1)=[O:3], predict the reactants needed to synthesize it. The reactants are: [CH2:1]([O:10][C:11](=[O:24])[C@@H:12]1[CH2:16][CH2:15][CH2:14][N:13]1C(OC(C)(C)C)=O)[C:2]([C:4]1[CH:9]=[CH:8][CH:7]=[CH:6][CH:5]=1)=[O:3].Cl.